Predict which catalyst facilitates the given reaction. From a dataset of Catalyst prediction with 721,799 reactions and 888 catalyst types from USPTO. (1) Reactant: [Br:1]N1C(=O)CCC1=O.[Cl:9][C:10]1[C:15]2[CH2:16][O:17][C@@H:18]3[C@H:22]([C:14]=2[CH:13]=[CH:12][CH:11]=1)[CH2:21][NH:20][CH2:19]3. Product: [Br:1][C:13]1[C:14]2[C@H:22]3[C@H:18]([CH2:19][NH:20][CH2:21]3)[O:17][CH2:16][C:15]=2[C:10]([Cl:9])=[CH:11][CH:12]=1. The catalyst class is: 65. (2) The catalyst class is: 1. Product: [Cl:22][C:5]1[C:6]([C:8]2[C:9](=[O:21])[N:10]([CH2:19][CH3:20])[C:11]3[C:16]([CH:17]=2)=[CH:15][N:14]=[C:13]([Cl:18])[CH:12]=3)=[CH:7][C:2]([NH:1][C:33]([NH:32][C:28]2[CH:29]=[CH:30][CH:31]=[C:26]([C:24]#[N:25])[CH:27]=2)=[O:34])=[C:3]([F:23])[CH:4]=1. Reactant: [NH2:1][C:2]1[C:3]([F:23])=[CH:4][C:5]([Cl:22])=[C:6]([C:8]2[C:9](=[O:21])[N:10]([CH2:19][CH3:20])[C:11]3[C:16]([CH:17]=2)=[CH:15][N:14]=[C:13]([Cl:18])[CH:12]=3)[CH:7]=1.[C:24]([C:26]1[CH:27]=[C:28]([N:32]=[C:33]=[O:34])[CH:29]=[CH:30][CH:31]=1)#[N:25].N1C=CC=CC=1.